Dataset: Catalyst prediction with 721,799 reactions and 888 catalyst types from USPTO. Task: Predict which catalyst facilitates the given reaction. (1) Reactant: Cl[C:2]1[N:12]=[CH:11][CH:10]=[CH:9][C:3]=1[C:4]([O:6][CH2:7][CH3:8])=[O:5].[N:13]1[CH:18]=[CH:17][C:16](B(O)O)=[CH:15][CH:14]=1.C(=O)([O-])[O-].[Na+].[Na+].COCCOC. Product: [N:12]1[CH:11]=[CH:10][CH:9]=[C:3]([C:4]([O:6][CH2:7][CH3:8])=[O:5])[C:2]=1[C:16]1[CH:17]=[CH:18][N:13]=[CH:14][CH:15]=1. The catalyst class is: 257. (2) Reactant: [NH2:1][C@@H:2]([CH2:8][CH2:9][CH3:10])[C:3]([O:5][CH2:6][CH3:7])=[O:4].C(N(CC)CC)C.Br[C@H:19]([CH3:41])[C:20]([N:22]1[C@@H:30]2[C@@H:25]([CH2:26][CH2:27][CH2:28][CH2:29]2)[CH2:24][C@H:23]1[C:31]([O:33][CH2:34][C:35]1[CH:40]=[CH:39][CH:38]=[CH:37][CH:36]=1)=[O:32])=[O:21]. Product: [CH2:6]([O:5][C:3]([C@@H:2]([NH:1][C@@H:19]([CH3:41])[C:20]([N:22]1[C@@H:30]2[C@@H:25]([CH2:26][CH2:27][CH2:28][CH2:29]2)[CH2:24][C@H:23]1[C:31]([O:33][CH2:34][C:35]1[CH:36]=[CH:37][CH:38]=[CH:39][CH:40]=1)=[O:32])=[O:21])[CH2:8][CH2:9][CH3:10])=[O:4])[CH3:7]. The catalyst class is: 10.